This data is from TCR-epitope binding with 47,182 pairs between 192 epitopes and 23,139 TCRs. The task is: Binary Classification. Given a T-cell receptor sequence (or CDR3 region) and an epitope sequence, predict whether binding occurs between them. (1) The epitope is LLQTGIHVRVSQPSL. The TCR CDR3 sequence is CASSSQGGEGTEAFF. Result: 1 (the TCR binds to the epitope). (2) The epitope is EILDITPCSF. The TCR CDR3 sequence is CASSQDIGQGSTGELFF. Result: 1 (the TCR binds to the epitope).